From a dataset of Catalyst prediction with 721,799 reactions and 888 catalyst types from USPTO. Predict which catalyst facilitates the given reaction. (1) Reactant: [O:1]1[C:10]2[C:5](=[N:6][CH:7]=[CH:8][CH:9]=2)[O:4][C@@H:3]([CH2:11][N:12]([CH2:17][C:18]2[CH:23]=[CH:22][CH:21]=[CH:20][CH:19]=2)[CH2:13][CH2:14][C:15]#[N:16])[CH2:2]1.N.[H][H]. Product: [O:1]1[C:10]2[C:5](=[N:6][CH:7]=[CH:8][CH:9]=2)[O:4][C@@H:3]([CH2:11][N:12]([CH2:17][C:18]2[CH:19]=[CH:20][CH:21]=[CH:22][CH:23]=2)[CH2:13][CH2:14][CH2:15][NH2:16])[CH2:2]1. The catalyst class is: 94. (2) Reactant: [F:1][C:2]1[CH:14]=[C:13]([C:15]2[CH:16]=[N:17][N:18]([C:20]([CH3:26])([CH2:24][OH:25])[C:21](O)=[O:22])[CH:19]=2)[C:12]2[C:11]3[C:6](=[CH:7][CH:8]=[CH:9][CH:10]=3)[C@:5]([OH:31])([C:27]([F:30])([F:29])[F:28])[C:4]=2[CH:3]=1.C(O)C.O.C(=O)([O-])O.[Na+]. Product: [F:1][C:2]1[CH:14]=[C:13]([C:15]2[CH:16]=[N:17][N:18]([C:20]([CH3:26])([CH2:21][OH:22])[CH2:24][OH:25])[CH:19]=2)[C:12]2[C:11]3[C:6](=[CH:7][CH:8]=[CH:9][CH:10]=3)[C@:5]([OH:31])([C:27]([F:30])([F:29])[F:28])[C:4]=2[CH:3]=1. The catalyst class is: 7. (3) Reactant: C[C:2]1[C:3]([O:12][CH3:13])=[C:4]([CH:8]=[CH:9][C:10]=1[CH3:11])[C:5]([OH:7])=[O:6].CI.[C:16](=O)([O-])[O-].[K+].[K+]. Product: [CH3:13][O:12][C:3]1[CH:2]=[C:10]([CH3:11])[CH:9]=[CH:8][C:4]=1[C:5]([O:7][CH3:16])=[O:6]. The catalyst class is: 3. (4) Reactant: [N+:1]([C:4]1[CH:11]=[CH:10][C:7]([CH2:8]Br)=[CH:6][CH:5]=1)([O-:3])=[O:2].[CH3:12][N:13]1[CH2:18][CH2:17][NH:16][CH2:15][CH2:14]1.C([O-])([O-])=O.[K+].[K+].CCOC(C)=O. Product: [CH3:12][N:13]1[CH2:18][CH2:17][N:16]([CH2:8][C:7]2[CH:10]=[CH:11][C:4]([N+:1]([O-:3])=[O:2])=[CH:5][CH:6]=2)[CH2:15][CH2:14]1. The catalyst class is: 3.